This data is from Peptide-MHC class I binding affinity with 185,985 pairs from IEDB/IMGT. The task is: Regression. Given a peptide amino acid sequence and an MHC pseudo amino acid sequence, predict their binding affinity value. This is MHC class I binding data. (1) The binding affinity (normalized) is 0.395. The MHC is HLA-A02:11 with pseudo-sequence HLA-A02:11. The peptide sequence is RQLQREGLV. (2) The peptide sequence is RLLTALGNYIY. The MHC is Mamu-A01 with pseudo-sequence Mamu-A01. The binding affinity (normalized) is 0.0683. (3) The peptide sequence is KILSMINYY. The MHC is HLA-A03:01 with pseudo-sequence HLA-A03:01. The binding affinity (normalized) is 0.417.